Dataset: Full USPTO retrosynthesis dataset with 1.9M reactions from patents (1976-2016). Task: Predict the reactants needed to synthesize the given product. (1) Given the product [Cl:1][C:2]1[CH:7]=[C:6]([Cl:8])[CH:5]=[CH:4][C:3]=1[C:9]1[C:16]([C:17]([C:19]2[CH:20]=[N:21][CH:22]=[CH:23][CH:24]=2)=[O:18])=[C:15]([C:14]([CH3:26])([CH3:25])[CH3:13])[O:11][N:10]=1, predict the reactants needed to synthesize it. The reactants are: [Cl:1][C:2]1[CH:7]=[C:6]([Cl:8])[CH:5]=[CH:4][C:3]=1[C:9](Cl)=[N:10][OH:11].[CH3:13][C:14]([CH3:26])([CH3:25])[C:15]#[C:16][C:17]([C:19]1[CH:20]=[N:21][CH:22]=[CH:23][CH:24]=1)=[O:18].C(=O)(O)[O-].[Na+].[Cl-]. (2) Given the product [CH3:10][S:9][C:7]1[CH:8]=[C:3]([OH:2])[CH:4]=[N:5][CH:6]=1, predict the reactants needed to synthesize it. The reactants are: C[O:2][C:3]1[CH:4]=[N:5][CH:6]=[C:7]([S:9][CH3:10])[CH:8]=1.Cl.[NH+]1C=CC=CC=1.[Cl-].[NH4+].Cl. (3) Given the product [CH2:9]([O:8][C:6]([C:5]1[N:16]=[C:17]([CH3:18])[O:19][C:11]=1[CH:13]1[CH2:14][CH2:15]1)=[O:7])[CH3:10], predict the reactants needed to synthesize it. The reactants are: C(OC(=O)[C:5]([NH:16][C:17](=[O:19])[CH3:18])([C:11]([CH:13]1[CH2:15][CH2:14]1)=O)[C:6]([O:8][CH2:9][CH3:10])=[O:7])C.O. (4) The reactants are: [CH2:1]([C:3]1[N:13]([C:14]2[CH:19]=[CH:18][C:17]([CH2:20][CH2:21][NH2:22])=[CH:16][CH:15]=2)[C:6]2=[N:7][C:8]([CH3:12])=[CH:9][C:10]([CH3:11])=[C:5]2[N:4]=1)[CH3:2].[C:23]1([CH3:35])[CH:28]=[CH:27][C:26]([S:29]([N:32]=[C:33]=[O:34])(=[O:31])=[O:30])=[CH:25][CH:24]=1. Given the product [CH2:1]([C:3]1[N:13]([C:14]2[CH:15]=[CH:16][C:17]([CH2:20][CH2:21][NH:22][C:33]([NH:32][S:29]([C:26]3[CH:27]=[CH:28][C:23]([CH3:35])=[CH:24][CH:25]=3)(=[O:31])=[O:30])=[O:34])=[CH:18][CH:19]=2)[C:6]2=[N:7][C:8]([CH3:12])=[CH:9][C:10]([CH3:11])=[C:5]2[N:4]=1)[CH3:2], predict the reactants needed to synthesize it. (5) Given the product [NH2:23][C:18]1[C:19]([N+:1]([O-:4])=[O:2])=[CH:20][C:11]([Cl:10])=[C:12]([F:22])[C:13]=1[C:14]([O:16][CH3:17])=[O:15], predict the reactants needed to synthesize it. The reactants are: [N+:1]([O-:4])(O)=[O:2].S(=O)(=O)(O)O.[Cl:10][C:11]1[C:12]([F:22])=[C:13]([C:18](F)=[CH:19][CH:20]=1)[C:14]([O:16][CH3:17])=[O:15].[NH3:23].